Dataset: Catalyst prediction with 721,799 reactions and 888 catalyst types from USPTO. Task: Predict which catalyst facilitates the given reaction. The catalyst class is: 5. Reactant: [NH2:1][C:2]1[CH:24]=[CH:23][C:5]([O:6][C:7]2[CH:12]=[CH:11][N:10]=[C:9]3[CH:13]=[C:14]([C:16]([N:18]4[CH2:22][CH2:21][CH2:20][CH2:19]4)=[O:17])[S:15][C:8]=23)=[C:4]([F:25])[CH:3]=1.[C:26]1([CH2:32][C:33]([N:35]=[C:36]=[O:37])=[O:34])[CH:31]=[CH:30][CH:29]=[CH:28][CH:27]=1.[ClH:38]. Product: [ClH:38].[F:25][C:4]1[CH:3]=[C:2]([NH:1][C:36]([NH:35][C:33](=[O:34])[CH2:32][C:26]2[CH:27]=[CH:28][CH:29]=[CH:30][CH:31]=2)=[O:37])[CH:24]=[CH:23][C:5]=1[O:6][C:7]1[CH:12]=[CH:11][N:10]=[C:9]2[CH:13]=[C:14]([C:16]([N:18]3[CH2:19][CH2:20][CH2:21][CH2:22]3)=[O:17])[S:15][C:8]=12.